Dataset: Catalyst prediction with 721,799 reactions and 888 catalyst types from USPTO. Task: Predict which catalyst facilitates the given reaction. (1) Reactant: [Cl:1][C:2]1[CH:12]=[C:11]([Cl:13])[C:10]([Cl:14])=[CH:9][C:3]=1[O:4][CH2:5][C:6]([OH:8])=O.[CH3:15][O:16][C:17](=[O:25])[C:18]1[CH:23]=[CH:22][N:21]=[C:20]([NH2:24])[CH:19]=1.C1CN([P+](ON2N=NC3C=CC=CC2=3)(N2CCCC2)N2CCCC2)CC1.F[P-](F)(F)(F)(F)F.C(OCC)(=O)C. Product: [CH3:15][O:16][C:17](=[O:25])[C:18]1[CH:23]=[CH:22][N:21]=[C:20]([NH:24][C:6](=[O:8])[CH2:5][O:4][C:3]2[CH:9]=[C:10]([Cl:14])[C:11]([Cl:13])=[CH:12][C:2]=2[Cl:1])[CH:19]=1. The catalyst class is: 241. (2) Reactant: CC(OC([N:8](C(OC(C)(C)C)=O)[N:9]([C:17]1[C:22]([F:23])=[C:21]([N:24]2[CH2:29][CH2:28][N:27]([CH3:30])[CH2:26][C@H:25]2[CH3:31])[N:20]=[C:19]([Cl:32])[N:18]=1)C(OC(C)(C)C)=O)=O)(C)C.Cl.CCOCC. Product: [Cl:32][C:19]1[N:20]=[C:21]([N:24]2[CH2:29][CH2:28][N:27]([CH3:30])[CH2:26][C@H:25]2[CH3:31])[C:22]([F:23])=[C:17]([NH:9][NH2:8])[N:18]=1. The catalyst class is: 2. (3) Reactant: [CH2:1]([O:8][C:9](=[O:35])[CH2:10][C@@H:11]([N:24]1[CH:28]=[CH:27][C:26](C2C=CN=CC=2)=[CH:25]1)[C:12]([NH:14][C@H:15]([C:20](=[O:23])[NH:21][CH3:22])[C:16]([CH3:19])([CH3:18])[CH3:17])=[O:13])[C:2]1[CH:7]=[CH:6][CH:5]=[CH:4][CH:3]=1.FC(F)(F)C(O)=O.C(OC(=O)C[C@@H](N)C(N[C@H](C(=O)NC)C(C)(C)C)=O)C1C=CC=CC=1.COC1[CH:74]([C:75]2[CH:80]=[CH:79][C:78](CCC)=[CH:77][CH:76]=2)[CH2:73][CH:72](OC)O1.Cl[Si](C)(C)C. Product: [CH2:1]([O:8][C:9](=[O:35])[CH2:10][C@@H:11]([N:24]1[CH:28]=[CH:27][C:26]([C:78]2[CH:79]=[CH:80][C:75]([CH2:74][CH2:73][CH3:72])=[CH:76][CH:77]=2)=[CH:25]1)[C:12]([NH:14][C@H:15]([C:20](=[O:23])[NH:21][CH3:22])[C:16]([CH3:19])([CH3:17])[CH3:18])=[O:13])[C:2]1[CH:7]=[CH:6][CH:5]=[CH:4][CH:3]=1. The catalyst class is: 26. (4) Reactant: [Br:1][C:2]1[CH:3]=[C:4]([CH:6]=[CH:7][C:8]=1[CH3:9])N.S(=O)(=O)(O)O.N([O-])=O.[Na+].[I-:19].[K+]. Product: [Br:1][C:2]1[CH:3]=[C:4]([I:19])[CH:6]=[CH:7][C:8]=1[CH3:9]. The catalyst class is: 6.